Dataset: Full USPTO retrosynthesis dataset with 1.9M reactions from patents (1976-2016). Task: Predict the reactants needed to synthesize the given product. Given the product [C:1]([O:6][CH3:7])(=[O:5])[C:2]([CH3:4])=[CH2:3].[CH3:7][O:6][C:1]([CH2:2][O:12][C:8](=[O:13])[C:9]([CH3:11])=[CH2:10])=[O:5], predict the reactants needed to synthesize it. The reactants are: [C:1]([O:6][CH3:7])(=[O:5])[C:2]([CH3:4])=[CH2:3].[C:8]([OH:13])(=[O:12])[C:9]([CH3:11])=[CH2:10].